Task: Predict the product of the given reaction.. Dataset: Forward reaction prediction with 1.9M reactions from USPTO patents (1976-2016) (1) Given the reactants [Cl:1][C:2]1[CH:3]=[CH:4][C:5]([F:26])=[C:6]([N:8]2[CH2:12][C:11]([CH2:19][CH2:20][CH2:21]O)([C:13]3[CH:18]=[CH:17][CH:16]=[CH:15][CH:14]=3)[C:10]([C:23](=[O:25])[CH3:24])=[N:9]2)[CH:7]=1.C([O-])(O)=O.[Na+].CC(OI1(OC(C)=O)(OC(C)=O)OC(=O)C2C=CC=CC1=2)=O.C(N(CC)CC)C.[C:61]([N:64]1[CH2:69][CH2:68][NH:67][CH2:66][CH2:65]1)(=[O:63])[CH3:62].C(O[BH-](OC(=O)C)OC(=O)C)(=O)C.[Na+], predict the reaction product. The product is: [C:61]([N:64]1[CH2:69][CH2:68][N:67]([CH2:21][CH2:20][CH2:19][C:11]2([C:13]3[CH:18]=[CH:17][CH:16]=[CH:15][CH:14]=3)[CH2:12][N:8]([C:6]3[CH:7]=[C:2]([Cl:1])[CH:3]=[CH:4][C:5]=3[F:26])[N:9]=[C:10]2[C:23](=[O:25])[CH3:24])[CH2:66][CH2:65]1)(=[O:63])[CH3:62]. (2) Given the reactants [BrH:1].[OH:2][C:3]1[CH:4]=[C:5]2[C:10](=[CH:11][C:12]=1[OH:13])[CH2:9][NH:8][CH2:7][CH2:6]2.[Br:14]Br.C1CCCC=1, predict the reaction product. The product is: [BrH:1].[Br:1][C:4]1[C:3]([OH:2])=[C:12]([OH:13])[C:11]([Br:14])=[C:10]2[C:5]=1[CH2:6][CH2:7][NH:8][CH2:9]2.